Dataset: Forward reaction prediction with 1.9M reactions from USPTO patents (1976-2016). Task: Predict the product of the given reaction. (1) Given the reactants C([Si](C)(C)[O:6][C:7]1[CH:12]=[CH:11][C:10]([O:13][CH2:14][CH:15]2[CH2:17][O:16]2)=[CH:9][CH:8]=1)(C)(C)C.[CH3:20][C:21]1[C:29]2[C:28]([N:30]3[CH2:35][CH2:34][CH:33]([NH2:36])[CH2:32][CH2:31]3)=[N:27][CH:26]=[N:25][C:24]=2[S:23][C:22]=1[C:37]1[CH:42]=[CH:41][CH:40]=[CH:39][CH:38]=1, predict the reaction product. The product is: [OH:16][CH:15]([CH2:17][NH:36][CH:33]1[CH2:34][CH2:35][N:30]([C:28]2[C:29]3[C:21]([CH3:20])=[C:22]([C:37]4[CH:42]=[CH:41][CH:40]=[CH:39][CH:38]=4)[S:23][C:24]=3[N:25]=[CH:26][N:27]=2)[CH2:31][CH2:32]1)[CH2:14][O:13][C:10]1[CH:9]=[CH:8][C:7]([OH:6])=[CH:12][CH:11]=1. (2) Given the reactants [C:1]([O:5][C:6]([N:8]1[CH2:12][CH2:11][CH:10]([C:13](=[O:18])[CH2:14][CH2:15][S:16][CH3:17])[C:9]1=O)=[O:7])([CH3:4])([CH3:3])[CH3:2].S(C)C, predict the reaction product. The product is: [C:1]([O:5][C:6]([N:8]1[CH2:12][CH2:11][CH:10]([CH:13]([OH:18])[CH2:14][CH2:15][S:16][CH3:17])[CH2:9]1)=[O:7])([CH3:4])([CH3:3])[CH3:2]. (3) Given the reactants [Cl:1][C:2]1[CH:18]=[CH:17][C:5]([CH2:6][CH:7]2[CH2:12][CH2:11][N:10]([CH2:13][CH2:14][C:15]#[CH:16])[CH2:9][CH2:8]2)=[CH:4][CH:3]=1.[F:19][C:20]1[CH:26]=[C:25](I)[CH:24]=[CH:23][C:21]=1[NH2:22], predict the reaction product. The product is: [NH2:22][C:21]1[CH:23]=[CH:24][C:25]([C:16]#[C:15][CH2:14][CH2:13][N:10]2[CH2:9][CH2:8][CH:7]([CH2:6][C:5]3[CH:4]=[CH:3][C:2]([Cl:1])=[CH:18][CH:17]=3)[CH2:12][CH2:11]2)=[CH:26][C:20]=1[F:19]. (4) Given the reactants [C:1]12[CH:24]=[C:22]3[N:23]=[C:19]([CH:20]=[CH:21]3)[CH:18]=[C:16]3[NH:17][C:13]([CH:14]=[CH:15]3)=[CH:12][C:10]3=[N:11][C:7]([CH:8]=[CH:9]3)=[CH:6][C:4]([NH:5]1)=[CH:3][CH:2]=2.[Zn:25](OC(C)=O)OC(C)=O.O.O, predict the reaction product. The product is: [C:1]12[CH:24]=[C:22]3[N:23]=[C:19]([CH:20]=[CH:21]3)[CH:18]=[C:16]3[NH:17][C:13]([CH:14]=[CH:15]3)=[CH:12][C:10]3=[N:11][C:7]([CH:8]=[CH:9]3)=[CH:6][C:4]([NH:5]1)=[CH:3][CH:2]=2.[Zn:25]. (5) Given the reactants [Br:1][C:2]1[CH:8]=[C:7]([CH3:9])[C:5]([NH2:6])=[C:4]([CH3:10])[CH:3]=1.C([Li])CCC.[CH3:16][Si:17](Cl)([CH3:19])[CH3:18].O, predict the reaction product. The product is: [Br:1][C:2]1[CH:8]=[C:7]([CH3:9])[C:5]([N:6]([Si:17]([CH3:19])([CH3:18])[CH3:16])[Si:17]([CH3:19])([CH3:18])[CH3:16])=[C:4]([CH3:10])[CH:3]=1. (6) Given the reactants O.[C:2]([OH:5])(=[O:4])[CH3:3].CC1O[N:10]=[C:9]([C:12]2[CH:13]=[C:14]([CH:36]=[CH:37][CH:38]=2)[O:15][CH:16]([CH2:33][CH2:34][CH3:35])[C:17]([NH:19][C:20]2[CH:25]=[CH:24][C:23]([N:26]3[CH2:30][CH2:29][CH2:28][S:27]3(=[O:32])=[O:31])=[CH:22][CH:21]=2)=[O:18])[N:8]=1, predict the reaction product. The product is: [C:9]([C:12]1[CH:13]=[C:14]([CH:36]=[CH:37][CH:38]=1)[O:15][CH:16]([CH2:33][CH2:34][CH3:35])[C:17]([NH:19][C:20]1[CH:21]=[CH:22][C:23]([N:26]2[CH2:30][CH2:29][CH2:28][S:27]2(=[O:31])=[O:32])=[CH:24][CH:25]=1)=[O:18])(=[NH:8])[NH2:10].[C:2]([O-:5])(=[O:4])[CH3:3]. (7) The product is: [F:36][C:2]1([CH2:15][CH2:16][S:17]([C:20]2[CH:25]=[CH:24][C:23]([S:26]([CH3:29])(=[O:28])=[O:27])=[CH:22][CH:21]=2)(=[O:19])=[O:18])[CH2:7][CH2:6][N:5]([C:8]([O:10][C:11]([CH3:14])([CH3:13])[CH3:12])=[O:9])[CH2:4][CH2:3]1. Given the reactants O[C:2]1([CH2:15][CH2:16][S:17]([C:20]2[CH:25]=[CH:24][C:23]([S:26]([CH3:29])(=[O:28])=[O:27])=[CH:22][CH:21]=2)(=[O:19])=[O:18])[CH2:7][CH2:6][N:5]([C:8]([O:10][C:11]([CH3:14])([CH3:13])[CH3:12])=[O:9])[CH2:4][CH2:3]1.C(N(S(F)(F)[F:36])CC)C.C(=O)(O)[O-].[Na+], predict the reaction product.